The task is: Predict the reaction yield, written as a fraction of the theoretical maximum amount of product (1.0 means a 100% yield; for example, 0.34 means a 34% yield).. This data is from Reaction yield outcomes from USPTO patents with 853,638 reactions. (1) The reactants are [CH2:1]([O:8][CH:9]1[CH2:15][CH2:14][CH2:13][N:12]([S:16]([C:19]2[CH:20]=[C:21]([CH:26]=[CH:27][C:28]=2[CH2:29][CH2:30][F:31])[C:22]([O:24]C)=[O:23])(=[O:18])=[O:17])[CH2:11][CH2:10]1)[C:2]1[CH:7]=[CH:6][CH:5]=[CH:4][CH:3]=1.Cl. The catalyst is C1COCC1.O. The product is [CH2:1]([O:8][CH:9]1[CH2:15][CH2:14][CH2:13][N:12]([S:16]([C:19]2[CH:20]=[C:21]([CH:26]=[CH:27][C:28]=2[CH2:29][CH2:30][F:31])[C:22]([OH:24])=[O:23])(=[O:17])=[O:18])[CH2:11][CH2:10]1)[C:2]1[CH:7]=[CH:6][CH:5]=[CH:4][CH:3]=1. The yield is 0.917. (2) The reactants are [Cl:1][C:2]1[N:7]=[C:6](Cl)[C:5]([F:9])=[CH:4][N:3]=1.N#N.[CH2:12]1[CH2:22][O:21][C:20]2[CH:19]=[CH:18][C:16]([NH2:17])=[CH:15][C:14]=2[O:13]1.Cl. The catalyst is O.CO. The yield is 0.780. The product is [Cl:1][C:2]1[N:7]=[C:6]([NH:17][C:16]2[CH:18]=[CH:19][C:20]3[O:21][CH2:22][CH2:12][O:13][C:14]=3[CH:15]=2)[C:5]([F:9])=[CH:4][N:3]=1. (3) The reactants are [C:1]1([C:7]2[CH:8]=[N:9][N:10]([CH:12]3[CH2:17][CH2:16][CH2:15][CH2:14][O:13]3)[CH:11]=2)[CH2:6][CH2:5][CH2:4][CH2:3][CH:2]=1.B.C1C[O:22]CC1.B1([O-])OO1.O.O.O.O.[Na+].S([O-])([O-])(=O)=S.[Na+].[Na+]. The catalyst is C1COCC1.O. The product is [O:13]1[CH2:14][CH2:15][CH2:16][CH2:17][CH:12]1[N:10]1[CH:11]=[C:7]([C@H:1]2[CH2:6][CH2:5][CH2:4][CH2:3][C@@H:2]2[OH:22])[CH:8]=[N:9]1. The yield is 0.710. (4) The reactants are [CH2:1]([NH:3][C:4]([C:6]1[N:11]=[CH:10][C:9]([S:12]([NH:15][C:16]2[CH:31]=[C:30]([F:32])[C:19]([C:20]([O:22]CC3C=CC=CC=3)=[O:21])=[C:18]([F:33])[CH:17]=2)(=[O:14])=[O:13])=[CH:8][CH:7]=1)=[O:5])[CH3:2].[H][H]. The catalyst is CO.[C].[Pd]. The product is [CH2:1]([NH:3][C:4]([C:6]1[N:11]=[CH:10][C:9]([S:12]([NH:15][C:16]2[CH:31]=[C:30]([F:32])[C:19]([C:20]([OH:22])=[O:21])=[C:18]([F:33])[CH:17]=2)(=[O:13])=[O:14])=[CH:8][CH:7]=1)=[O:5])[CH3:2]. The yield is 0.620. (5) The reactants are [F:1][C:2]1[CH:8]=[C:7]([CH:9]2[CH2:11][CH2:10]2)[CH:6]=[CH:5][C:3]=1[NH2:4].[CH3:12][O:13][C:14]([C:16]1[CH:17]=[CH:18][C:19]2[N:20]([CH:23]=[N:24][CH:25]=2)[C:21]=1Cl)=[O:15].C[Si]([N-][Si](C)(C)C)(C)C.[Li+]. The catalyst is C1COCC1. The product is [CH3:12][O:13][C:14]([C:16]1[CH:17]=[CH:18][C:19]2[N:20]([CH:23]=[N:24][CH:25]=2)[C:21]=1[NH:4][C:3]1[CH:5]=[CH:6][C:7]([CH:9]2[CH2:11][CH2:10]2)=[CH:8][C:2]=1[F:1])=[O:15]. The yield is 0.600. (6) The reactants are [CH3:1][O:2][CH2:3][CH:4]([CH2:37][O:38][CH3:39])[O:5][C:6]1[CH:7]=[C:8]([O:26][C:27]2[CH:28]=[N:29][C:30]([S:33]([CH3:36])(=[O:35])=[O:34])=[CH:31][CH:32]=2)[CH:9]=[C:10]2[C:14]=1[NH:13][C:12]([C:15]1[S:16][CH:17]([CH2:20][C:21]([O:23]CC)=[O:22])[CH2:18][N:19]=1)=[CH:11]2.[OH-].[Na+]. The catalyst is O1CCCC1.CO. The product is [CH3:39][O:38][CH2:37][CH:4]([CH2:3][O:2][CH3:1])[O:5][C:6]1[CH:7]=[C:8]([O:26][C:27]2[CH:28]=[N:29][C:30]([S:33]([CH3:36])(=[O:34])=[O:35])=[CH:31][CH:32]=2)[CH:9]=[C:10]2[C:14]=1[NH:13][C:12]([C:15]1[S:16][CH:17]([CH2:20][C:21]([OH:23])=[O:22])[CH2:18][N:19]=1)=[CH:11]2. The yield is 1.00. (7) The reactants are [C:1]([C:5]1[CH:10]=[C:9]([C:11]23[CH2:20][C:15]4([CH3:21])[CH2:16][CH:17]([CH2:19][C:13]([CH3:22])([CH2:14]4)[CH2:12]2)[CH2:18]3)[C:8]([OH:23])=[C:7]([CH2:24]O)[CH:6]=1)([CH3:4])([CH3:3])[CH3:2].ClCCl.P(Br)(Br)[Br:30]. The catalyst is O. The product is [C:1]([C:5]1[CH:10]=[C:9]([C:11]23[CH2:20][C:15]4([CH3:21])[CH2:16][CH:17]([CH2:19][C:13]([CH3:22])([CH2:14]4)[CH2:12]2)[CH2:18]3)[C:8]([OH:23])=[C:7]([CH:6]=1)[CH2:24][Br:30])([CH3:4])([CH3:3])[CH3:2]. The yield is 0.980.